Dataset: Drug-target binding data from BindingDB using Ki measurements. Task: Regression. Given a target protein amino acid sequence and a drug SMILES string, predict the binding affinity score between them. We predict pKi (pKi = -log10(Ki in M); higher means stronger inhibition). Dataset: bindingdb_ki. (1) The compound is Cc1ccc(-c2cc(C(F)(F)F)nn2-c2ccc(S(N)(=O)=O)cc2)cc1. The target protein sequence is MKKRFSFIFIFLVALPLYSANNVAAPLIDLGAEAKKQAQKSAATQSAVPEKESATKVAEKQKEPEEKAKPEPKKPPHWGYFGEEGPQYWGELAPEFSTCKTGKNQSPINLKPQTAVGTTSLPGFDVYYRETALKLINNGHTLQVNIPLGSYIKINGHRYELLQYHFHTPSEHQRDGFNYPMEMHLVHKDGDGNLAVIAILFQEGEENETLAKLMSFLPQTLKKQEIHESVKIHPAKFFPADKKFYKYSGSLTTPPCSEGVYWMVFKQPIQASVTQLEKMHEYLGSNARPVQRQNARTLLKSWPDRNRANTVYEFY. The pKi is 6.0. (2) The drug is CC(C)(CCc1ccc(F)cc1)N1Cc2ccc(F)cc2C1. The target protein (Q5BJF2) has sequence MGAPATRRCVEWLLGLYFLSHIPITLFMDLQAVLPRELYPVEFRNLLKWYAKEFKDPLLQEPPAWFKSFLFCELVFQLPFFPIATYAFLKGSCKWIRTPAIIYSVHTMTTLIPILSTFLFEDFSKASGFKGQRPETLHERLTLVSVYAPYLLIPFILLIFMLRSPYYKYEEKRKKK. The pKi is 8.4. (3) The compound is O=P(O)(O)OP(=O)(O)OP(=O)(O)OC[C@H]1O[C@@H](n2ccc3cc(F)ccc32)C[C@@H]1O. The target protein (P06710) has sequence MSYQVLARKWRPQTFADVVGQEHVLTALANGLSLGRIHHAYLFSGTRGVGKTSIARLLAKGLNCETGITATPCGVCDNCREIEQGRFVDLIEIDAASRTKVEDTRDLLDNVQYAPARGRFKVYLIDEVHMLSRHSFNALLKTLEEPPEHVKFLLATTDPQKLPVTILSRCLQFHLKALDVEQIRHQLEHILNEEHIAHEPRALQLLARAAEGSLRDALSLTDQAIASGDGQVSTQAVSAMLGTLDDDQALSLVEAMVEANGERVMALINEAAARGIEWEALLVEMLGLLHRIAMVQLSPAALGNDMAAIELRMRELARTIPPTDIQLYYQTLLIGRKELPYAPDRRMGVEMTLLRALAFHPRMPLPEPEVPRQSFAPVAPTAVMTPTQVPPQPQSAPQQAPTVPLPETTSQVLAARQQLQRVQGATKAKKSEPAAATRARPVNNAALERLASVTDRVQARPVPSALEKAPAKKEAYRWKATTPVMQQKEVVATPKALKKA.... The pKi is 4.5. (4) The compound is CCCN1CCC[C@@H]2Cc3nc(N)ncc3C[C@H]21. The target protein (P28222) has sequence MEEPGAQCAPPPPAGSETWVPQANLSSAPSQNCSAKDYIYQDSISLPWKVLLVMLLALITLATTLSNAFVIATVYRTRKLHTPANYLIASLAVTDLLVSILVMPISTMYTVTGRWTLGQVVCDFWLSSDITCCTASILHLCVIALDRYWAITDAVEYSAKRTPKRAAVMIALVWVFSISISLPPFFWRQAKAEEEVSECVVNTDHILYTVYSTVGAFYFPTLLLIALYGRIYVEARSRILKQTPNRTGKRLTRAQLITDSPGSTSSVTSINSRVPDVPSESGSPVYVNQVKVRVSDALLEKKKLMAARERKATKTLGIILGAFIVCWLPFFIISLVMPICKDACWFHLAIFDFFTWLGYLNSLINPIIYTMSNEDFKQAFHKLIRFKCTS. The pKi is 5.0. (5) The small molecule is Cc1nc2c(s1)O[C@H](CO)[C@H](O)[C@@H]2O. The target protein sequence is MTTGAAPDRKAPVRPTPLDRVIPAPASVDPGGAPYRITRGTHIRVDDSREARRVGDYLADLLRPATGYRLPVTAHGHGGIRLRLAGGPYGDEGYRLDSGPAGVTITARKAAGLFHGVQTLRQLLPPAVEKDSAQPGPWLVAGGTIEDTPRYAWRSAMLDVSRHFFGVDEVKRYIDRVARYKYNKLHLHLSDDQGWRIAIDSWPRLATYGGSTEVGGGPGGYYTKAEYKEIVRYAASRHLEVVPEIDMPGHTNAALASYAELNCDGVAPPLYTGTKVGFSSLCVDKDVTYDFVDDVIGELAALTPGRYLHIGGDEAHSTPKADFVAFMKRVQPIVAKYGKTVVGWHQLAGAEPVEGALVQYWGLDRTGDAEKAEVAEAARNGTGLILSPADRTYLDMKYTKDTPLGLSWAGYVEVQRSYDWDPAGYLPGAPADAVRGVEAPLWTETLSDPDQLDYMAFPRLPGVAELGWSPASTHDWDTYKVRLAAQAPYWEAAGIDFYRS.... The pKi is 2.8. (6) The small molecule is Cc1noc(C2=CCCN(C)C2)n1. The target protein (P12657) has sequence MNTSVPPAVSPNITVLAPGKGPWQVAFIGITTGLLSLATVTGNLLVLISFKVNTELKTVNNYFLLSLACADLIIGTFSMNLYTTYLLMGHWALGTLACDLWLALDYVASNASVMNLLLISFDRYFSVTRPLSYRAKRTPRRAALMIGLAWLVSFVLWAPAILFWQYLVGERTVLAGQCYIQFLSQPIITFGTAMAAFYLPVTVMCTLYWRIYRETENRARELAALQGSETPGKGGGSSSSSERSQPGAEGSPESPPGRCCRCCRAPRLLQAYSWKEEEEEDEGSMESLTSSEGEEPGSEVVIKMPMVDPEAQAPTKQPPKSSPNTVKRPTKKGRDRGGKGQKPRGKEQLAKRKTFSLVKEKKAARTLSAILLAFILTWTPYNIMVLVSTFCKDCVPETLWELGYWLCYVNSTVNPMCYALCNKAFRDTFRLLLLCRWDKRRWRKIPKRPGSVHRTPSRQC. The pKi is 8.9. (7) The compound is COC(=O)[C@@H]1C[C@H](OC(C)=O)C(=O)[C@H]2[C@@]1(C)CC[C@H]1C(=O)O[C@H](c3ccoc3)C[C@]21C. The target protein sequence is MDSPIQIFRGEPGPTCAPSACLPPNSSAWFPGWAEPDSNGSAGSEDAQLEPAHISPAIPVIITAVYSVVFVVGLVGNSLVMFVIIRYTKMKTATNIYIFNLALADALVTTTMPFQSTVYLMNSWPFGDVLCKIVISIDAYNMFTSIFTLTMMSVDRYIAVCHPVKALDFRTPLKAKIINICIWLLSSSVGISAIVLGGTKVREDVDVIECSLQFPDDDYSWWDLFMKICVFIFAFVIPVLIIIVCYTLMILRLKSVRLLSGSREKDRNLRRITRLVLVVVAVFVVCWTPIHIFILVEALGSTSHSTAALSSYYFCIALGYTNSSLNPILYAFLDENFKRCFRDFCFPLKMRMERQSTSRVRNTVQDPAYLRDIDGMNKPV. The pKi is 7.6. (8) The small molecule is OC[C@H]1NC[C@H](O)[C@@H](O)[C@H]1O. The target protein sequence is LRNATQRMFEIDYSRDSFLKDGQPFRYISGSIHYSRVPRFYWKDRLLKMKMAGLNAIQTYVPWNFHEPWPGQYQFSEDHDVEYFLRLAHELGLLVILRPGPYICAEWEMGGLPAWLLEKESILLRSSDPDYLAAVDKWLGVLLPKMKPLLYQNGGPVITVQVENEYGSYFACDFDYLCFLQKRFRHHLGDDVVLFTTDGAHKTFLKCGALQGLYTTVDFGTGSNITDAFLSQRKCEPKGPLINSEFYTGWLDHWGQPHSTIKTEAVASSLYDILARGASVNLYMFIGGTNFAYWNGANSPYAAQPTSYDYDAPLSEAGDLTEKYFALRNIIQKFEKVPEGPIPPSTPKFAYGKVTLEKLKTVGAALDILCPSGPIKSLYPLTFIQVKQHYGFVLYRTTLPQDCSNPAPLSSPLNGVHDRAYVAVDGIPQGVLERNNVITLNITGKAGATLDLLVENMGRVNYGAYINDFKGLVSNLTLSSNILTDWTIFPLDTEDAVRSH.... The pKi is 4.3. (9) The small molecule is O=C(Nc1ccc(Cl)c(C(F)(F)F)c1)[C@H]1CC=C[C@H]2CCN(Cc3ccccc3)C(=O)[C@@H]12. The target protein sequence is MDSPIQIFRGEPGPTCAPSACLPPNSSAWFPGWAEPDSNGSAGSEDAQLEPAHISPAIPVIITAVYSVVFVVGLVGNSLVMFVIIRYTKMKTATNIYIFNLALADALVTTTMPFQSTVYLMNSWPFGDVLCKIVISIDFYNMFTSIFTLTMMSVDRYIAVCHPVKALDFRTPLKAKIINICIWLLSSSVGISAIVLGGTKVREDVDVIECSLQFPDDDYSWWDLFMKICVFIFAFVIPVLIIIVCYTLMILRLKSVRLLSGSREKDRNLRRITRLVLVVVAVFVVCWTPIHIFILVEALGSTSHSTAALSSYYFCIALGYTNSSLNPILYAFLDENFKRCFRDFCFPLKMRMERQSTSRVRNTVQDPAYLRDIDGMNKPV. The pKi is 6.5.